From a dataset of Full USPTO retrosynthesis dataset with 1.9M reactions from patents (1976-2016). Predict the reactants needed to synthesize the given product. (1) Given the product [Cl:45][C:41]1[CH:40]=[C:39]([CH:32]2[C:31]3[CH:46]=[C:27]([C:25]([C:24]4[CH:47]=[CH:48][C:21]([Cl:20])=[CH:22][CH:23]=4)([OH:26])[C:11]4[N:7]([CH3:6])[CH:8]=[N:9][CH:10]=4)[CH:28]=[CH:29][C:30]=3[N:36]([CH3:37])[C:35](=[O:38])[CH2:34][NH:33]2)[CH:44]=[CH:43][CH:42]=1, predict the reactants needed to synthesize it. The reactants are: [Li]CCCC.[CH3:6][N:7]1[CH:11]=[CH:10][N:9]=[CH:8]1.Cl[Si](CC)(CC)CC.[Cl:20][C:21]1[CH:48]=[CH:47][C:24]([C:25]([C:27]2[CH:28]=[CH:29][C:30]3[N:36]([CH3:37])[C:35](=[O:38])[CH2:34][NH:33][CH:32]([C:39]4[CH:44]=[CH:43][CH:42]=[C:41]([Cl:45])[CH:40]=4)[C:31]=3[CH:46]=2)=[O:26])=[CH:23][CH:22]=1. (2) Given the product [Cl:9][CH:10]([Cl:14])[C:11]1[N:8]=[C:6]2[CH:5]=[CH:4][CH:3]=[C:2]([F:1])[N:7]2[CH:12]=1, predict the reactants needed to synthesize it. The reactants are: [F:1][C:2]1[N:7]=[C:6]([NH2:8])[CH:5]=[CH:4][CH:3]=1.[Cl:9][C:10](Cl)([Cl:14])[C:11](=O)[CH3:12]. (3) Given the product [OH:5][C@H:6]1[CH2:10][NH:9][C@H:8]([C:11]([O:13][CH3:14])=[O:12])[CH2:7]1, predict the reactants needed to synthesize it. The reactants are: S(Cl)(Cl)=O.[OH:5][C@H:6]1[CH2:10][NH:9][C@H:8]([C:11]([OH:13])=[O:12])[CH2:7]1.[CH3:14]O. (4) Given the product [C:30]([O:34][C:35]([NH:1][C:2]1[S:3][C:4]([CH2:7][C@H:8]2[C:11](=[O:12])[N:10]([Si:13]([C:16]([CH3:17])([CH3:19])[CH3:18])([CH3:14])[CH3:15])[C@@H:9]2[C:20]([O:22][CH2:23][C:24]2[CH:25]=[CH:26][CH:27]=[CH:28][CH:29]=2)=[O:21])=[CH:5][N:6]=1)=[O:36])([CH3:33])([CH3:32])[CH3:31], predict the reactants needed to synthesize it. The reactants are: [NH2:1][C:2]1[S:3][C:4]([CH2:7][C@H:8]2[C:11](=[O:12])[N:10]([Si:13]([C:16]([CH3:19])([CH3:18])[CH3:17])([CH3:15])[CH3:14])[C@@H:9]2[C:20]([O:22][CH2:23][C:24]2[CH:29]=[CH:28][CH:27]=[CH:26][CH:25]=2)=[O:21])=[CH:5][N:6]=1.[C:30]([O:34][C:35](O[C:35]([O:34][C:30]([CH3:33])([CH3:32])[CH3:31])=[O:36])=[O:36])([CH3:33])([CH3:32])[CH3:31].